Dataset: Forward reaction prediction with 1.9M reactions from USPTO patents (1976-2016). Task: Predict the product of the given reaction. (1) The product is: [OH:4][C:3]1[CH:5]=[CH:6][CH:7]=[CH:8][C:2]=1[CH:1]=[C:11]1[CH2:12][CH2:13][CH2:14][O:15][C:10]1=[O:16]. Given the reactants [CH:1](=O)[C:2]1[C:3](=[CH:5][CH:6]=[CH:7][CH:8]=1)[OH:4].[C:10]1(=[O:16])[O:15][CH2:14][CH2:13][CH2:12][CH2:11]1, predict the reaction product. (2) Given the reactants [Br:1][C:2]1[C:3](=[O:17])[NH:4][C:5](=[O:16])[N:6]([CH2:8][CH2:9][C:10]2[CH:15]=[CH:14][CH:13]=[CH:12][CH:11]=2)[N:7]=1.C[C:19]1[CH:20]=[CH:21][CH:22]=[CH:23][C:24]=1CCI.C(I)CC1C=CC=CC=1, predict the reaction product. The product is: [C:13]1([C:19]2[CH:20]=[CH:21][CH:22]=[CH:23][CH:24]=2)[CH:14]=[CH:15][C:10]([CH2:9][CH2:8][N:6]2[C:5](=[O:16])[NH:4][C:3](=[O:17])[C:2]([Br:1])=[N:7]2)=[CH:11][CH:12]=1. (3) Given the reactants N1CCC[C@H]1C(O)=O.[N:9]1[C:18]2[C:13](=[CH:14][C:15]([CH2:19][CH2:20][CH:21]=[O:22])=[CH:16][CH:17]=2)[CH:12]=[CH:11][CH:10]=1.[Cl:23]N1C(=O)CCC1=O, predict the reaction product. The product is: [Cl:23][CH:20]([CH2:19][C:15]1[CH:14]=[C:13]2[C:18](=[CH:17][CH:16]=1)[N:9]=[CH:10][CH:11]=[CH:12]2)[CH:21]=[O:22]. (4) Given the reactants [F-].C([N+](CCCC)(CCCC)CCCC)CCC.[F:19][C:20]1[CH:25]=[CH:24][C:23]([C:26]2[N:30]([Si](C(C)C)(C(C)C)C(C)C)[CH:29]=[C:28]([CH:41]([C:43]3[CH:48]=[CH:47][N:46]=[CH:45][CH:44]=3)[OH:42])[C:27]=2[C:49]2[CH:54]=[CH:53][N:52]=[CH:51][CH:50]=2)=[CH:22][CH:21]=1.O.Cl, predict the reaction product. The product is: [F:19][C:20]1[CH:21]=[CH:22][C:23]([C:26]2[NH:30][CH:29]=[C:28]([CH:41]([C:43]3[CH:48]=[CH:47][N:46]=[CH:45][CH:44]=3)[OH:42])[C:27]=2[C:49]2[CH:50]=[CH:51][N:52]=[CH:53][CH:54]=2)=[CH:24][CH:25]=1. (5) Given the reactants [Br:1][C:2]1[CH:11]=[CH:10][CH:9]=[C:8]2[C:3]=1[CH2:4][CH2:5][NH:6][CH:7]2[C:12]1[CH:17]=[CH:16][C:15]([C:18]([F:21])([F:20])[F:19])=[CH:14][CH:13]=1.[F:22][C:23]1[CH:28]=[CH:27][C:26]([N:29]=[C:30]=[O:31])=[CH:25][CH:24]=1, predict the reaction product. The product is: [Br:1][C:2]1[CH:11]=[CH:10][CH:9]=[C:8]2[C:3]=1[CH2:4][CH2:5][N:6]([C:30]([NH:29][C:26]1[CH:27]=[CH:28][C:23]([F:22])=[CH:24][CH:25]=1)=[O:31])[CH:7]2[C:12]1[CH:17]=[CH:16][C:15]([C:18]([F:19])([F:20])[F:21])=[CH:14][CH:13]=1.